This data is from Reaction yield outcomes from USPTO patents with 853,638 reactions. The task is: Predict the reaction yield, written as a fraction of the theoretical maximum amount of product (1.0 means a 100% yield; for example, 0.34 means a 34% yield). (1) The reactants are [CH3:1][C:2]([NH:5][C:6]([C:8]1[C:13]([CH3:14])=[CH:12][CH:11]=[CH:10][N:9]=1)=[O:7])([CH3:4])[CH3:3].C([Li])CCC.[Br-].[Na+].[F:22][C:23]1[CH:30]=[CH:29][C:26]([CH2:27]Cl)=[CH:25][CH:24]=1. The catalyst is C1COCC1. The product is [CH3:4][C:2]([NH:5][C:6]([C:8]1[C:13]([CH2:14][CH2:27][C:26]2[CH:29]=[CH:30][C:23]([F:22])=[CH:24][CH:25]=2)=[CH:12][CH:11]=[CH:10][N:9]=1)=[O:7])([CH3:1])[CH3:3]. The yield is 0.990. (2) The reactants are [P:1]([O:13][C:14]1[C:15]2[CH:34]=[CH:33][CH:32]=[CH:31][C:16]=2[C:17]2[C@H:18]([CH2:29][Cl:30])[CH2:19][N:20](C(=O)C(F)(F)F)[C:21]=2[CH:22]=1)([O:8][C:9]([CH3:12])([CH3:11])[CH3:10])([O:3][C:4]([CH3:7])([CH3:6])[CH3:5])=[O:2].C(OCC)(=O)C.O. The catalyst is CO.O. The product is [P:1]([O:13][C:14]1[C:15]2[CH:34]=[CH:33][CH:32]=[CH:31][C:16]=2[C:17]2[C@H:18]([CH2:29][Cl:30])[CH2:19][NH:20][C:21]=2[CH:22]=1)([O:8][C:9]([CH3:10])([CH3:11])[CH3:12])([O:3][C:4]([CH3:7])([CH3:6])[CH3:5])=[O:2]. The yield is 0.940. (3) The reactants are [Cl:1][C:2]1[CH:3]=[C:4]2[C:9](=[CH:10][C:11]=1[O:12][C:13]1[CH:21]=[CH:20][C:16]([C:17](O)=[O:18])=[CH:15][CH:14]=1)[O:8][CH2:7][CH2:6][CH:5]2[C:22]([O:24][CH2:25][CH3:26])=[O:23].[Cl:27][C:28]1[CH:29]=[C:30]([CH2:35][CH2:36][NH2:37])[CH:31]=[C:32]([Cl:34])[CH:33]=1.Cl.CN(C)CCCN=C=NCC.ON1C2N=CC=CC=2N=N1.C(N(CC)C(C)C)(C)C. The catalyst is CN(C=O)C.C(Cl)Cl. The product is [Cl:1][C:2]1[CH:3]=[C:4]2[C:9](=[CH:10][C:11]=1[O:12][C:13]1[CH:21]=[CH:20][C:16]([C:17](=[O:18])[NH:37][CH2:36][CH2:35][C:30]3[CH:29]=[C:28]([Cl:27])[CH:33]=[C:32]([Cl:34])[CH:31]=3)=[CH:15][CH:14]=1)[O:8][CH2:7][CH2:6][CH:5]2[C:22]([O:24][CH2:25][CH3:26])=[O:23]. The yield is 0.968.